Dataset: Forward reaction prediction with 1.9M reactions from USPTO patents (1976-2016). Task: Predict the product of the given reaction. (1) Given the reactants [H-].[Na+].[Cl:3][C:4]1[C:9]([C:10]2[NH:14][CH:13]=[C:12]([CH2:15][N:16]([CH3:24])[C:17](=[O:23])[O:18][C:19]([CH3:22])([CH3:21])[CH3:20])[C:11]=2[F:25])=[CH:8][CH:7]=[CH:6][N:5]=1.C1OCCOCCOCCOCCOC1.[F:41][C:42]1[CH:43]=[C:44]([S:48](Cl)(=[O:50])=[O:49])[CH:45]=[CH:46][CH:47]=1, predict the reaction product. The product is: [Cl:3][C:4]1[C:9]([C:10]2[N:14]([S:48]([C:44]3[CH:45]=[CH:46][CH:47]=[C:42]([F:41])[CH:43]=3)(=[O:50])=[O:49])[CH:13]=[C:12]([CH2:15][N:16]([CH3:24])[C:17](=[O:23])[O:18][C:19]([CH3:21])([CH3:22])[CH3:20])[C:11]=2[F:25])=[CH:8][CH:7]=[CH:6][N:5]=1. (2) Given the reactants [CH:1]1([C:4]2[C:5]([N:24]([CH2:29][CH2:30][CH:31]([CH3:33])[CH3:32])[S:25]([CH3:28])(=[O:27])=[O:26])=[CH:6][C:7]3[O:11][C:10]([C:12]4[CH:17]=[CH:16][C:15]([F:18])=[CH:14][CH:13]=4)=[C:9]([C:19](=[N:21][OH:22])[NH2:20])[C:8]=3[CH:23]=2)[CH2:3][CH2:2]1.O.[CH:35](=O)[CH3:36], predict the reaction product. The product is: [CH:1]1([C:4]2[C:5]([N:24]([CH2:29][CH2:30][CH:31]([CH3:33])[CH3:32])[S:25]([CH3:28])(=[O:27])=[O:26])=[CH:6][C:7]3[O:11][C:10]([C:12]4[CH:13]=[CH:14][C:15]([F:18])=[CH:16][CH:17]=4)=[C:9]([C:19]4[NH:20][CH:35]([CH3:36])[O:22][N:21]=4)[C:8]=3[CH:23]=2)[CH2:2][CH2:3]1.